From a dataset of Reaction yield outcomes from USPTO patents with 853,638 reactions. Predict the reaction yield, written as a fraction of the theoretical maximum amount of product (1.0 means a 100% yield; for example, 0.34 means a 34% yield). (1) The reactants are [Cl:1][C:2]1[CH:3]=[CH:4][C:5]([C:8]2[CH:13]=[CH:12][CH:11]=[CH:10][CH:9]=2)=[N:6][CH:7]=1.C([Li])(C)(C)C.I[C:20]1[CH:30]=[CH:29][C:23]([C:24]([O:26][CH2:27][CH3:28])=[O:25])=[CH:22][CH:21]=1.Cl. The catalyst is O1CCCC1.[Cl-].[Zn+2].[Cl-]. The product is [Cl:1][C:2]1[C:7]([C:20]2[CH:30]=[CH:29][C:23]([C:24]([O:26][CH2:27][CH3:28])=[O:25])=[CH:22][CH:21]=2)=[N:6][C:5]([C:8]2[CH:13]=[CH:12][CH:11]=[CH:10][CH:9]=2)=[CH:4][CH:3]=1. The yield is 0.580. (2) The catalyst is C(O)C.Cl.[Pd]. The yield is 1.00. The product is [NH2:31][C:29]1[CH:28]=[CH:27][C:25]2[NH:26][C:22]([C:3]3[CH:4]=[C:5]([NH:8][C:9](=[O:21])[C:10]4[CH:15]=[CH:14][C:13]([C:16]([F:17])([F:19])[F:18])=[N:12][C:11]=4[CH3:20])[CH:6]=[CH:7][C:2]=3[Cl:1])=[N:23][C:24]=2[CH:30]=1. The reactants are [Cl:1][C:2]1[CH:7]=[CH:6][C:5]([NH:8][C:9](=[O:21])[C:10]2[CH:15]=[CH:14][C:13]([C:16]([F:19])([F:18])[F:17])=[N:12][C:11]=2[CH3:20])=[CH:4][C:3]=1[C:22]1[NH:26][C:25]2[CH:27]=[CH:28][C:29]([N+:31]([O-])=O)=[CH:30][C:24]=2[N:23]=1. (3) The reactants are [F:1][C:2]1[CH:19]=[CH:18][C:5]([CH2:6][C:7]2[NH:11][N:10]=[C:9]([C:12]3[CH:17]=[CH:16][N:15]=[CH:14][CH:13]=3)[CH:8]=2)=[CH:4][CH:3]=1.[H-].[Na+].[CH3:22][O:23][CH2:24][CH2:25]Br. The catalyst is CN(C=O)C. The product is [F:1][C:2]1[CH:19]=[CH:18][C:5]([CH2:6][C:7]2[N:11]([CH2:25][CH2:24][O:23][CH3:22])[N:10]=[C:9]([C:12]3[CH:17]=[CH:16][N:15]=[CH:14][CH:13]=3)[CH:8]=2)=[CH:4][CH:3]=1. The yield is 0.600. (4) The reactants are Br[C:2]1[N:7]=[C:6]([C:8]2[CH:9]=[C:10]([S:14]([NH:17][C:18]([CH3:21])([CH3:20])[CH3:19])(=[O:16])=[O:15])[CH:11]=[CH:12][CH:13]=2)[CH:5]=[CH:4][CH:3]=1.[CH2:22]([Sn:26]([CH2:44][CH2:45][CH2:46][CH3:47])([CH2:40][CH2:41][CH2:42][CH3:43])[Sn:26]([CH2:40][CH2:41][CH2:42][CH3:43])([CH2:44][CH2:45][CH2:46][CH3:47])[CH2:22][CH2:23][CH2:24][CH3:25])[CH2:23][CH2:24][CH3:25]. The catalyst is C1(C)C=CC=CC=1.C1C=CC([P]([Pd]([P](C2C=CC=CC=2)(C2C=CC=CC=2)C2C=CC=CC=2)([P](C2C=CC=CC=2)(C2C=CC=CC=2)C2C=CC=CC=2)[P](C2C=CC=CC=2)(C2C=CC=CC=2)C2C=CC=CC=2)(C2C=CC=CC=2)C2C=CC=CC=2)=CC=1. The product is [C:18]([NH:17][S:14]([C:10]1[CH:11]=[CH:12][CH:13]=[C:8]([C:6]2[CH:5]=[CH:4][CH:3]=[C:2]([Sn:26]([CH2:40][CH2:41][CH2:42][CH3:43])([CH2:44][CH2:45][CH2:46][CH3:47])[CH2:22][CH2:23][CH2:24][CH3:25])[N:7]=2)[CH:9]=1)(=[O:16])=[O:15])([CH3:21])([CH3:20])[CH3:19]. The yield is 0.230. (5) The reactants are C[Si]([N-][Si](C)(C)C)(C)C.[Li+].[C:11]([O:14][CH2:15][CH3:16])(=[O:13])[CH3:12].[CH3:17][C:18]([CH3:20])=[O:19].Cl. The catalyst is C1COCC1. The product is [OH:19][C:18]([CH3:20])([CH3:17])[CH2:12][C:11]([O:14][CH2:15][CH3:16])=[O:13]. The yield is 0.880. (6) The reactants are [CH3:1][O:2][C:3]1[CH:12]=[CH:11][CH:10]=[C:9]2[C:4]=1[CH2:5][CH2:6][NH:7][C:8]2=[O:13].I[C:15]1[CH:16]=[N:17][CH:18]=[CH:19][C:20]=1[CH3:21].P([O-])([O-])([O-])=O.[K+].[K+].[K+]. The catalyst is [Cu](I)I.O1CCOCC1. The product is [CH3:1][O:2][C:3]1[CH:12]=[CH:11][CH:10]=[C:9]2[C:4]=1[CH2:5][CH2:6][N:7]([C:15]1[CH:16]=[N:17][CH:18]=[CH:19][C:20]=1[CH3:21])[C:8]2=[O:13]. The yield is 0.385. (7) The reactants are Br[C:2]1[CH:3]=[C:4]2[C:13](=[CH:14][C:15]=1[C:16]([F:19])([F:18])[F:17])[O:12][CH2:11][C:10]1[N:5]2[CH:6]([CH3:29])[C:7](=[O:28])[N:8]([CH2:20][O:21][CH2:22][CH2:23][Si:24]([CH3:27])([CH3:26])[CH3:25])[N:9]=1.[NH2:30][C:31]1([CH3:42])[CH2:34][N:33]([C:35]([O:37][C:38]([CH3:41])([CH3:40])[CH3:39])=[O:36])[CH2:32]1.C(=O)([O-])[O-].[Cs+].[Cs+].C1C=CC(P(C2C(C3C(P(C4C=CC=CC=4)C4C=CC=CC=4)=CC=C4C=3C=CC=C4)=C3C(C=CC=C3)=CC=2)C2C=CC=CC=2)=CC=1. The catalyst is C1(C)C=CC=CC=1.CC([O-])=O.CC([O-])=O.[Pd+2]. The product is [C:38]([O:37][C:35]([N:33]1[CH2:34][C:31]([CH3:42])([NH:30][C:2]2[CH:3]=[C:4]3[C:13](=[CH:14][C:15]=2[C:16]([F:19])([F:18])[F:17])[O:12][CH2:11][C:10]2[N:5]3[CH:6]([CH3:29])[C:7](=[O:28])[N:8]([CH2:20][O:21][CH2:22][CH2:23][Si:24]([CH3:27])([CH3:26])[CH3:25])[N:9]=2)[CH2:32]1)=[O:36])([CH3:41])([CH3:39])[CH3:40]. The yield is 0.670.